This data is from Forward reaction prediction with 1.9M reactions from USPTO patents (1976-2016). The task is: Predict the product of the given reaction. Given the reactants [Br:1][C:2]1[CH:7]=[CH:6][C:5]([C:8]23[CH2:13][CH:12]2[C:11](=O)[NH:10][C:9]3=O)=[C:4]([F:16])[CH:3]=1.B(F)(F)F.CCOCC.S(C)C, predict the reaction product. The product is: [Br:1][C:2]1[CH:7]=[CH:6][C:5]([C:8]23[CH2:13][CH:12]2[CH2:11][NH:10][CH2:9]3)=[C:4]([F:16])[CH:3]=1.